Task: Predict the reactants needed to synthesize the given product.. Dataset: Full USPTO retrosynthesis dataset with 1.9M reactions from patents (1976-2016) (1) The reactants are: [Br:1]Br.[C:3]([Si:7]([CH3:24])([CH3:23])[N:8]1[C:12]2=[N:13][CH:14]=[C:15]([C:17]3[CH:18]=[N:19][CH:20]=[CH:21][CH:22]=3)[CH:16]=[C:11]2[CH:10]=[CH:9]1)([CH3:6])([CH3:5])[CH3:4].N1C=CC=CC=1.C(=O)(O)[O-].[Na+].[Na].S([O-])([O-])(=O)=S. Given the product [Br:1][C:10]1[C:11]2[C:12](=[N:13][CH:14]=[C:15]([C:17]3[CH:18]=[N:19][CH:20]=[CH:21][CH:22]=3)[CH:16]=2)[N:8]([Si:7]([C:3]([CH3:6])([CH3:5])[CH3:4])([CH3:24])[CH3:23])[CH:9]=1, predict the reactants needed to synthesize it. (2) Given the product [Cl:1][C:2]1[CH:11]=[C:10]2[C:5]([CH2:6][CH2:7][N:8]([S:12]([CH:15]=[CH:16][C@H:18]3[CH2:22][CH2:21][CH2:20][O:19]3)(=[O:14])=[O:13])[CH2:9]2)=[CH:4][CH:3]=1, predict the reactants needed to synthesize it. The reactants are: [Cl:1][C:2]1[CH:11]=[C:10]2[C:5]([CH2:6][CH2:7][N:8]([S:12]([CH2:15][CH:16]([C@H:18]3[CH2:22][CH2:21][CH2:20][O:19]3)O)(=[O:14])=[O:13])[CH2:9]2)=[CH:4][CH:3]=1.CCN(CC)CC.CS(Cl)(=O)=O.Cl. (3) Given the product [CH3:22][C@H:18]([O:17][C:15]1[CH:14]=[C:4]([CH:3]=[C:2]([O:1][C:24]2[N:36]=[CH:35][C:27]3[C:28](=[O:34])[N:29]([CH3:33])[CH2:30][CH2:31][O:32][C:26]=3[CH:25]=2)[CH:16]=1)[C:5]([NH:7][C:8]1[CH:12]=[CH:11][N:10]([CH3:13])[N:9]=1)=[O:6])[CH2:19][O:20][CH3:21], predict the reactants needed to synthesize it. The reactants are: [OH:1][C:2]1[CH:3]=[C:4]([CH:14]=[C:15]([O:17][C@@H:18]([CH3:22])[CH2:19][O:20][CH3:21])[CH:16]=1)[C:5]([NH:7][C:8]1[CH:12]=[CH:11][N:10]([CH3:13])[N:9]=1)=[O:6].Cl[C:24]1[N:36]=[CH:35][C:27]2[C:28](=[O:34])[N:29]([CH3:33])[CH2:30][CH2:31][O:32][C:26]=2[CH:25]=1.C(=O)([O-])[O-].[K+].[K+].